This data is from Catalyst prediction with 721,799 reactions and 888 catalyst types from USPTO. The task is: Predict which catalyst facilitates the given reaction. (1) Reactant: [CH3:1][C:2]1[CH:7]=[C:6]([CH3:8])[CH:5]=[CH:4][C:3]=1[N:9]([C:18]1[CH:23]=[CH:22][C:21](B2OC(C)(C)C(C)(C)O2)=[CH:20][CH:19]=1)[C:10]1[CH:15]=[CH:14][C:13]([CH3:16])=[CH:12][C:11]=1[CH3:17].Br[C:34]1[CH:39]=[N:38][C:37]([Br:40])=[CH:36][N:35]=1.C([O-])([O-])=O.[K+].[K+]. Product: [Br:40][C:37]1[N:38]=[CH:39][C:34]([C:21]2[CH:20]=[CH:19][C:18]([N:9]([C:10]3[CH:15]=[CH:14][C:13]([CH3:16])=[CH:12][C:11]=3[CH3:17])[C:3]3[CH:4]=[CH:5][C:6]([CH3:8])=[CH:7][C:2]=3[CH3:1])=[CH:23][CH:22]=2)=[N:35][CH:36]=1. The catalyst class is: 70. (2) Reactant: [C:1]([O:5][C:6]([NH:8][CH2:9][CH:10]1[CH2:19][CH2:18][C:17]2[C:12](=[CH:13][CH:14]=[C:15]([C:20](OC)=[O:21])[CH:16]=2)[CH2:11]1)=[O:7])([CH3:4])([CH3:3])[CH3:2].CCCCCC.CO. Product: [C:1]([O:5][C:6]([NH:8][CH2:9][CH:10]1[CH2:19][CH2:18][C:17]2[C:12](=[CH:13][CH:14]=[C:15]([CH2:20][OH:21])[CH:16]=2)[CH2:11]1)=[O:7])([CH3:4])([CH3:2])[CH3:3]. The catalyst class is: 4. (3) Reactant: [I:1][C:2]1[CH:7]=[CH:6][N:5]=[C:4]([O:8][CH3:9])[C:3]=1[C:10]1[NH:11][C:12]2[C:17]([CH:18]=1)=[CH:16][CH:15]=C(NC)C=2.C(OC(=O)C)(=[O:23])C.[CH2:28]([N:30]([CH2:33][CH3:34])[CH2:31][CH3:32])C.O. Product: [I:1][C:2]1[CH:7]=[CH:6][N:5]=[C:4]([O:8][CH3:9])[C:3]=1[C:10]1[NH:11][C:12]2[C:17]([CH:18]=1)=[CH:16][CH:15]=[C:31]([N:30]([CH3:28])[C:33](=[O:23])[CH3:34])[CH:32]=2. The catalyst class is: 2.